This data is from Reaction yield outcomes from USPTO patents with 853,638 reactions. The task is: Predict the reaction yield, written as a fraction of the theoretical maximum amount of product (1.0 means a 100% yield; for example, 0.34 means a 34% yield). (1) The reactants are [NH:1]1[CH:5]=[C:4]([C:6]2[C:7]3[CH:14]=[CH:13][N:12]([CH2:15][O:16][CH2:17][CH2:18][Si:19]([CH3:22])([CH3:21])[CH3:20])[C:8]=3[N:9]=[CH:10][N:11]=2)[CH:3]=[N:2]1.C(#N)C.[N:26]1([C:32]2[CH:33]=[C:34](/[CH:38]=[CH:39]/[C:40]#[N:41])[CH:35]=[N:36][CH:37]=2)[CH2:31][CH2:30][O:29][CH2:28][CH2:27]1.C1CCN2C(=NCCC2)CC1. No catalyst specified. The product is [N:26]1([C:32]2[CH:33]=[C:34]([CH:38]([N:1]3[CH:5]=[C:4]([C:6]4[C:7]5[CH:14]=[CH:13][N:12]([CH2:15][O:16][CH2:17][CH2:18][Si:19]([CH3:22])([CH3:21])[CH3:20])[C:8]=5[N:9]=[CH:10][N:11]=4)[CH:3]=[N:2]3)[CH2:39][C:40]#[N:41])[CH:35]=[N:36][CH:37]=2)[CH2:31][CH2:30][O:29][CH2:28][CH2:27]1. The yield is 1.00. (2) The reactants are C(N(C(C)C)CC)(C)C.CN(C(ON1N=NC2C=CC=CC1=2)=[N+](C)C)C.F[P-](F)(F)(F)(F)F.[CH2:34]([OH:38])[CH2:35][CH2:36][CH3:37].[CH3:39][N:40]([CH3:60])[CH:41]1[CH2:46][CH2:45][N:44]([C:47](=[O:59])[CH2:48][CH2:49][C:50]2[N:51]([CH2:55][C:56](O)=[O:57])[CH:52]=[CH:53][N:54]=2)[CH2:43][CH2:42]1. The catalyst is C(Cl)(Cl)Cl. The product is [CH3:60][N:40]([CH3:39])[CH:41]1[CH2:46][CH2:45][N:44]([C:47](=[O:59])[CH2:48][CH2:49][C:50]2[N:51]([CH2:55][C:56]([O:38][CH2:34][CH2:35][CH2:36][CH3:37])=[O:57])[CH:52]=[CH:53][N:54]=2)[CH2:43][CH2:42]1. The yield is 0.530. (3) The reactants are CC([O-])(C)C.[K+].CC1C=CC(S([CH2:17][N+:18]#[C-])(=O)=O)=CC=1.[Cl:20][C:21]1[CH:22]=[C:23]([CH:26]=[CH:27][C:28]=1[O:29][CH3:30])[CH:24]=O.CO. The catalyst is C1COCC1.O. The product is [Cl:20][C:21]1[CH:22]=[C:23]([CH2:24][C:17]#[N:18])[CH:26]=[CH:27][C:28]=1[O:29][CH3:30]. The yield is 0.830.